This data is from Reaction yield outcomes from USPTO patents with 853,638 reactions. The task is: Predict the reaction yield, written as a fraction of the theoretical maximum amount of product (1.0 means a 100% yield; for example, 0.34 means a 34% yield). (1) The reactants are [Cl:1][C:2]1[N:3]=[C:4]([N:14]2[CH2:19][CH2:18][O:17][CH2:16][CH2:15]2)[C:5]2[S:10][C:9]([CH:11]=O)=[C:8]([CH3:13])[C:6]=2[N:7]=1.C(O)(=O)C(O)=O.[OH:26][C@@H:27]([CH3:36])[C:28]([N:30]1[CH2:35][CH2:34][NH:33][CH2:32][CH2:31]1)=[O:29].C([O-])(=O)C.[Na+].C(O)(=O)C.C(O[BH-](OC(=O)C)OC(=O)C)(=O)C.[Na+]. The catalyst is O.C(#N)C. The product is [Cl:1][C:2]1[N:3]=[C:4]([N:14]2[CH2:19][CH2:18][O:17][CH2:16][CH2:15]2)[C:5]2[S:10][C:9]([CH2:11][N:33]3[CH2:32][CH2:31][N:30]([C:28](=[O:29])[C@@H:27]([OH:26])[CH3:36])[CH2:35][CH2:34]3)=[C:8]([CH3:13])[C:6]=2[N:7]=1. The yield is 0.750. (2) The reactants are [OH:1][CH2:2][CH:3]([C:13]1[C:18]([CH3:19])=[CH:17][C:16]([CH3:20])=[CH:15][C:14]=1O)[C:4]1[CH:9]=[CH:8][C:7]([CH:10]([CH3:12])[CH3:11])=[CH:6][CH:5]=1. The catalyst is CO. The product is [CH:10]([C:7]1[CH:6]=[CH:5][C:4]([CH:3]2[C:13]3[C:18]([CH3:19])=[CH:17][C:16]([CH3:20])=[CH:15][C:14]=3[O:1][CH2:2]2)=[CH:9][CH:8]=1)([CH3:12])[CH3:11]. The yield is 0.850. (3) The reactants are [C:1]([O:5][C:6]([N:8]1[CH2:12][CH2:11][C@H:10]([OH:13])[C@H:9]1[C:14](O)=[O:15])=[O:7])([CH3:4])([CH3:3])[CH3:2].B.CSC.CO.[H][H]. The catalyst is C1COCC1. The product is [OH:13][C@H:10]1[CH2:11][CH2:12][N:8]([C:6]([O:5][C:1]([CH3:2])([CH3:3])[CH3:4])=[O:7])[C@@H:9]1[CH2:14][OH:15]. The yield is 0.990. (4) The yield is 0.660. The catalyst is CCO.[Pd]. The reactants are [C:1]([O:5][C:6](=[O:33])[CH2:7][NH:8][C:9]([C:11]1[C:16]([O:17]CC2C=CC=CC=2)=[CH:15][C:14]([O:25]CC2C=CC=CC=2)=[CH:13][N:12]=1)=[O:10])([CH3:4])([CH3:3])[CH3:2]. The product is [C:1]([O:5][C:6](=[O:33])[CH2:7][NH:8][C:9]([C:11]1[C:16]([OH:17])=[CH:15][C:14]([OH:25])=[CH:13][N:12]=1)=[O:10])([CH3:4])([CH3:2])[CH3:3]. (5) The reactants are [CH3:1][N:2]1[CH2:7][CH2:6][CH2:5][CH:4]([CH2:8][O:9][C:10]2[CH:15]=[CH:14][C:13]([NH2:16])=[CH:12][CH:11]=2)[CH2:3]1.[F:17][C:18]1[CH:26]=[C:25]2[C:21]([C:22](=[CH:28]O)[C:23](=[O:27])[NH:24]2)=[CH:20][CH:19]=1. No catalyst specified. The product is [F:17][C:18]1[CH:26]=[C:25]2[C:21]([C:22](=[CH:28][NH:16][C:13]3[CH:12]=[CH:11][C:10]([O:9][CH2:8][CH:4]4[CH2:5][CH2:6][CH2:7][N:2]([CH3:1])[CH2:3]4)=[CH:15][CH:14]=3)[C:23](=[O:27])[NH:24]2)=[CH:20][CH:19]=1. The yield is 0.550. (6) The reactants are Br[C:2]1[N:3]([S:11]([C:14]2[CH:19]=[CH:18][CH:17]=[C:16]([Cl:20])[CH:15]=2)(=[O:13])=[O:12])[CH:4]=[C:5]2[C:9](=[O:10])[CH2:8][CH2:7][C:6]=12.[F:21][C:22]1[CH:27]=[CH:26][CH:25]=[CH:24][C:23]=1OB(O)O. The catalyst is COCCOC.C(=O)([O-])[O-].[Na+].[Na+]. The product is [Cl:20][C:16]1[CH:15]=[C:14]([S:11]([N:3]2[CH:4]=[C:5]3[C:9](=[O:10])[CH2:8][CH2:7][C:6]3=[C:2]2[C:23]2[CH:24]=[CH:25][CH:26]=[CH:27][C:22]=2[F:21])(=[O:13])=[O:12])[CH:19]=[CH:18][CH:17]=1. The yield is 0.577. (7) The reactants are C1(P(C2C=CC=CC=2)C2C=CC=CC=2)C=CC=CC=1.[C:20]([O:39][CH2:40][CH2:41][CH2:42][CH2:43][CH2:44]O)([C:33]1[CH:38]=[CH:37][CH:36]=[CH:35][CH:34]=1)([C:27]1[CH:32]=[CH:31][CH:30]=[CH:29][CH:28]=1)[C:21]1[CH:26]=[CH:25][CH:24]=[CH:23][CH:22]=1.[C:46]([N:54]1[C:59](=[O:60])[CH:58]=[CH:57][NH:56][C:55]1=[O:61])(=[O:53])[C:47]1[CH:52]=[CH:51][CH:50]=[CH:49][CH:48]=1.CC(OC(/N=N/C(OC(C)C)=O)=O)C. The catalyst is C1COCC1.CCCCCC.CCOC(C)=O. The product is [C:46]([N:54]1[C:59](=[O:60])[CH:58]=[CH:57][N:56]([CH2:44][CH2:43][CH2:42][CH2:41][CH2:40][O:39][C:20]([C:33]2[CH:34]=[CH:35][CH:36]=[CH:37][CH:38]=2)([C:21]2[CH:22]=[CH:23][CH:24]=[CH:25][CH:26]=2)[C:27]2[CH:32]=[CH:31][CH:30]=[CH:29][CH:28]=2)[C:55]1=[O:61])(=[O:53])[C:47]1[CH:48]=[CH:49][CH:50]=[CH:51][CH:52]=1. The yield is 0.530.